This data is from Catalyst prediction with 721,799 reactions and 888 catalyst types from USPTO. The task is: Predict which catalyst facilitates the given reaction. (1) Reactant: [CH3:1][C:2]([CH3:5])([O-:4])[CH3:3].[K+].[Br-].C1(C([PH3+])(C2C=CC=CC=2)C2C=CC=CC=2)C=CC=CC=1.CC1(C)[CH2:38][C:37](=O)[C:36]2[C:31](=[CH:32][CH:33]=[C:34]([C:40]([O:42][CH3:43])=[O:41])[CH:35]=2)O1. Product: [CH3:1][C:2]1([CH3:5])[CH2:3][C:37](=[CH2:38])[C:36]2[C:31](=[CH:32][CH:33]=[C:34]([C:40]([O:42][CH3:43])=[O:41])[CH:35]=2)[O:4]1. The catalyst class is: 260. (2) Reactant: [CH:1]([N:4]1[CH2:9][CH2:8][CH:7]([NH:10][C:11]([C:13]2[N:14]([CH2:25][C:26]3[CH:30]=[C:29]([C:31]4[S:32][C:33]([Cl:36])=[CH:34][CH:35]=4)[O:28][N:27]=3)[C:15]3[C:20]([CH:21]=2)=[CH:19][C:18]([N+:22]([O-])=O)=[CH:17][CH:16]=3)=[O:12])[CH2:6][CH2:5]1)([CH3:3])[CH3:2].O.O.[Sn](Cl)(Cl)(Cl)[Cl:40].Cl.[OH-].[Na+]. Product: [CH:1]([N:4]1[CH2:9][CH2:8][CH:7]([NH:10][C:11]([C:13]2[N:14]([CH2:25][C:26]3[CH:30]=[C:29]([C:31]4[S:32][C:33]([Cl:36])=[CH:34][CH:35]=4)[O:28][N:27]=3)[C:15]3[C:20]([CH:21]=2)=[C:19]([Cl:40])[C:18]([NH2:22])=[CH:17][CH:16]=3)=[O:12])[CH2:6][CH2:5]1)([CH3:3])[CH3:2]. The catalyst class is: 8. (3) Reactant: [OH:1][C:2]1[CH:3]=[C:4]([C:12]([O:14][CH3:15])=[O:13])[CH:5]=[C:6]([CH:11]=1)[C:7]([O:9][CH3:10])=[O:8].CC1C=CC(S(O[CH2:27][C:28]2([CH3:32])[CH2:31][O:30][CH2:29]2)(=O)=O)=CC=1.C(=O)([O-])[O-].[K+].[K+]. Product: [CH3:27][C:28]1([CH2:32][O:1][C:2]2[CH:11]=[C:6]([C:7]([O:9][CH3:10])=[O:8])[CH:5]=[C:4]([CH:3]=2)[C:12]([O:14][CH3:15])=[O:13])[CH2:31][O:30][CH2:29]1. The catalyst class is: 35. (4) Reactant: [CH:1]1([NH2:7])[CH2:6][CH2:5][CH2:4][CH2:3][CH2:2]1.[C:8]([O:12][CH3:13])(=[O:11])[CH:9]=[CH2:10]. Product: [CH3:13][O:12][C:8](=[O:11])[CH2:9][CH2:10][NH:7][CH:1]1[CH2:6][CH2:5][CH2:4][CH2:3][CH2:2]1. The catalyst class is: 1. (5) Reactant: [C:1]([C:3]1[CH:8]=[CH:7][N:6]=[C:5]([O:9][C:10]2[CH:11]=[C:12]([CH3:26])[C:13]3[CH:17]([CH2:18][C:19]([O:21]CC)=[O:20])[O:16][B:15]([OH:24])[C:14]=3[CH:25]=2)[CH:4]=1)#[N:2].[OH-:27].[Na+]. Product: [C:1]([C:3]1[CH:8]=[CH:7][N:6]=[C:5]([O:9][C:10]2[CH:11]=[C:12]([CH3:26])[C:13]3[CH:17]([CH2:18][C:19]([OH:21])=[O:20])[O:16][B:15]([OH:24])[C:14]=3[CH:25]=2)[CH:4]=1)(=[O:27])[NH2:2]. The catalyst class is: 92. (6) Reactant: [OH-].[K+].[CH3:3][CH2:4][OH:5].Cl[C:7]1[N:12]=[CH:11][C:10]([C:13]([OH:15])=[O:14])=[CH:9][CH:8]=1.Cl. Product: [CH2:4]([O:5][C:7]1[N:12]=[CH:11][C:10]([C:13]([OH:15])=[O:14])=[CH:9][CH:8]=1)[CH3:3]. The catalyst class is: 16. (7) Reactant: [Cl:1][C:2]1[C:7]([Cl:8])=[C:6]([F:9])[CH:5]=[CH:4][C:3]=1[C:10]([N:12]1[CH2:17][CH2:16][NH:15][C:14](=O)[CH2:13]1)=[O:11].F[B-](F)(F)F.C([O+](CC)CC)C.[N:31]1[CH:36]=[CH:35][CH:34]=[C:33]([C:37]([NH:39][NH2:40])=O)[N:32]=1. Product: [Cl:1][C:2]1[C:7]([Cl:8])=[C:6]([F:9])[CH:5]=[CH:4][C:3]=1[C:10]([N:12]1[CH2:17][CH2:16][N:15]2[C:37]([C:33]3[N:32]=[N:31][CH:36]=[CH:35][CH:34]=3)=[N:39][N:40]=[C:14]2[CH2:13]1)=[O:11]. The catalyst class is: 4.